This data is from CYP2D6 inhibition data for predicting drug metabolism from PubChem BioAssay. The task is: Regression/Classification. Given a drug SMILES string, predict its absorption, distribution, metabolism, or excretion properties. Task type varies by dataset: regression for continuous measurements (e.g., permeability, clearance, half-life) or binary classification for categorical outcomes (e.g., BBB penetration, CYP inhibition). Dataset: cyp2d6_veith. (1) The result is 0 (non-inhibitor). The molecule is CCC1CC(CSc2ncn[nH]2)OC1=O. (2) The drug is CCn1c(SCC(=O)Nc2ccc3c(c2)OCCO3)nc2c(c1=O)SC(C)C2. The result is 0 (non-inhibitor).